From a dataset of Catalyst prediction with 721,799 reactions and 888 catalyst types from USPTO. Predict which catalyst facilitates the given reaction. (1) Reactant: [Cl:1][C:2]1[CH:3]=[C:4]([N:8]2[C:13](=[O:14])[C:12]([OH:15])=[C:11]([C:16]3[CH:21]=[CH:20][C:19]([S:22]([CH3:25])(=[O:24])=[O:23])=[CH:18][CH:17]=3)[CH:10]=[N:9]2)[CH:5]=[CH:6][CH:7]=1.[CH2:26](Cl)[C:27]1[CH:32]=[CH:31][CH:30]=[CH:29][CH:28]=1. Product: [Cl:1][C:2]1[CH:3]=[C:4]([N:8]2[C:13](=[O:14])[C:12]([O:15][CH2:26][C:27]3[CH:32]=[CH:31][CH:30]=[CH:29][CH:28]=3)=[C:11]([C:16]3[CH:21]=[CH:20][C:19]([S:22]([CH3:25])(=[O:24])=[O:23])=[CH:18][CH:17]=3)[CH:10]=[N:9]2)[CH:5]=[CH:6][CH:7]=1. The catalyst class is: 3. (2) Reactant: [O:1]=[S:2]1(=[O:18])[CH2:6][CH:5]([C:7]([O:9]C)=[O:8])[N:4]([C:11]([O:13][C:14]([CH3:17])([CH3:16])[CH3:15])=[O:12])[CH2:3]1.O.[OH-].[Li+]. Product: [C:14]([O:13][C:11]([N:4]1[CH:5]([C:7]([OH:9])=[O:8])[CH2:6][S:2](=[O:1])(=[O:18])[CH2:3]1)=[O:12])([CH3:17])([CH3:15])[CH3:16]. The catalyst class is: 20. (3) Reactant: [CH3:1][C:2]1[CH:18]=[C:5]2[C:6]([C@@H:10]3[CH2:12][C@H:11]3[C:13](OCC)=[O:14])=[CH:7][CH:8]=[CH:9][N:4]2[N:3]=1.[H-].[Al+3].[Li+].[H-].[H-].[H-].C(OCC)(=O)C.[OH-].[Na+]. Product: [CH3:1][C:2]1[CH:18]=[C:5]2[C:6]([C@@H:10]3[CH2:12][C@H:11]3[CH2:13][OH:14])=[CH:7][CH:8]=[CH:9][N:4]2[N:3]=1. The catalyst class is: 30. (4) Reactant: [CH2:1]([N:8]1[CH2:12][C@H:11]2[C@@H:13]([OH:16])[CH2:14][CH2:15][C@H:10]2[CH2:9]1)[C:2]1[CH:7]=[CH:6][CH:5]=[CH:4][CH:3]=1.C(N(CC)CC)C.[CH3:24][S:25](Cl)(=[O:27])=[O:26]. Product: [CH3:24][S:25]([O:16][C@@H:13]1[C@H:11]2[C@H:10]([CH2:9][N:8]([CH2:1][C:2]3[CH:3]=[CH:4][CH:5]=[CH:6][CH:7]=3)[CH2:12]2)[CH2:15][CH2:14]1)(=[O:27])=[O:26]. The catalyst class is: 4. (5) Reactant: [NH2:1][C:2]1[S:3][C:4]([CH3:7])=[CH:5][N:6]=1.Br[CH2:9][C:10]([C:12]1[CH:17]=[CH:16][C:15]([N+:18]([O-:20])=[O:19])=[CH:14][CH:13]=1)=O.C(=O)(O)[O-].[Na+]. Product: [CH3:7][C:4]1[S:3][C:2]2=[N:1][C:10]([C:12]3[CH:13]=[CH:14][C:15]([N+:18]([O-:20])=[O:19])=[CH:16][CH:17]=3)=[CH:9][N:6]2[CH:5]=1. The catalyst class is: 14. (6) Reactant: [C@@H]1([N:9]2[C:19]3[N:18]=[C:16]([NH2:17])[NH:15][C:13](=O)[C:12]=3[N:11]=[CH:10]2)O[C@H](CO)[C@@H](O)C1.FC(F)(F)C(OC(=O)C(F)(F)F)=O.C(N)C[NH2:35]. Product: [NH2:17][C:16]1[N:18]=[C:19]2[C:12]([NH:11][CH:10]=[N:9]2)=[C:13]([NH2:35])[N:15]=1. The catalyst class is: 17. (7) Reactant: Cl.Cl.[NH2:3][CH2:4][C:5]([C:7]1[N:8]=[CH:9][N:10]([CH2:13][C:14]2[CH:19]=[CH:18][CH:17]=[CH:16][CH:15]=2)[C:11]=1[NH2:12])=[O:6].[OH-].[Na+]. Product: [NH2:3][CH2:4][C:5]([C:7]1[N:8]=[CH:9][N:10]([CH2:13][C:14]2[CH:19]=[CH:18][CH:17]=[CH:16][CH:15]=2)[C:11]=1[NH2:12])=[O:6]. The catalyst class is: 6. (8) Reactant: C([O:4][CH2:5][C:6]1[N:10]([CH3:11])[C:9]2[C:12]([N:16]3[CH2:21][CH2:20][N:19]([C:22]([O:24][C:25]([CH3:28])([CH3:27])[CH3:26])=[O:23])[CH2:18][CH2:17]3)=[CH:13][CH:14]=[CH:15][C:8]=2[N:7]=1)(=O)C.C(=O)([O-])[O-].[Cs+].[Cs+]. Product: [OH:4][CH2:5][C:6]1[N:10]([CH3:11])[C:9]2[C:12]([N:16]3[CH2:17][CH2:18][N:19]([C:22]([O:24][C:25]([CH3:28])([CH3:27])[CH3:26])=[O:23])[CH2:20][CH2:21]3)=[CH:13][CH:14]=[CH:15][C:8]=2[N:7]=1. The catalyst class is: 5. (9) Reactant: [NH2:1][C:2]1[CH:10]=[CH:9][C:5]([C:6]([OH:8])=[O:7])=[C:4]([F:11])[CH:3]=1.O[CH2:13][CH:14]([CH2:16]O)O.[CH3:18][CH2:19][OH:20].[OH-].[NH4+]. Product: [CH2:18]([O:7][C:6]([C:5]1[C:4]([F:11])=[C:3]2[C:2](=[CH:10][CH:9]=1)[N:1]=[CH:16][CH:14]=[CH:13]2)=[O:8])[CH3:19].[CH2:19]([O:20][C:6]([C:5]1[CH:9]=[C:10]2[C:2](=[CH:3][C:4]=1[F:11])[N:1]=[CH:16][CH:14]=[CH:13]2)=[O:8])[CH3:18]. The catalyst class is: 65.